Dataset: NCI-60 drug combinations with 297,098 pairs across 59 cell lines. Task: Regression. Given two drug SMILES strings and cell line genomic features, predict the synergy score measuring deviation from expected non-interaction effect. (1) Drug 1: C1C(C(OC1N2C=C(C(=O)NC2=O)F)CO)O. Drug 2: CC1C(C(CC(O1)OC2CC(CC3=C2C(=C4C(=C3O)C(=O)C5=C(C4=O)C(=CC=C5)OC)O)(C(=O)CO)O)N)O.Cl. Cell line: SR. Synergy scores: CSS=61.7, Synergy_ZIP=-4.84, Synergy_Bliss=-6.95, Synergy_Loewe=-7.07, Synergy_HSA=-2.37. (2) Drug 1: CC12CCC3C(C1CCC2O)C(CC4=C3C=CC(=C4)O)CCCCCCCCCS(=O)CCCC(C(F)(F)F)(F)F. Drug 2: C1CN(CCN1C(=O)CCBr)C(=O)CCBr. Cell line: UO-31. Synergy scores: CSS=10.1, Synergy_ZIP=-3.87, Synergy_Bliss=1.21, Synergy_Loewe=-4.19, Synergy_HSA=-0.652. (3) Drug 1: CC(C)(C#N)C1=CC(=CC(=C1)CN2C=NC=N2)C(C)(C)C#N. Drug 2: C#CCC(CC1=CN=C2C(=N1)C(=NC(=N2)N)N)C3=CC=C(C=C3)C(=O)NC(CCC(=O)O)C(=O)O. Cell line: OVCAR-4. Synergy scores: CSS=-5.92, Synergy_ZIP=2.29, Synergy_Bliss=-1.09, Synergy_Loewe=-2.99, Synergy_HSA=-5.54. (4) Synergy scores: CSS=7.61, Synergy_ZIP=-2.03, Synergy_Bliss=0.354, Synergy_Loewe=4.31, Synergy_HSA=0.366. Drug 2: C1C(C(OC1N2C=NC3=C2NC=NCC3O)CO)O. Drug 1: CC(C)CN1C=NC2=C1C3=CC=CC=C3N=C2N. Cell line: COLO 205. (5) Drug 1: C1CCN(CC1)CCOC2=CC=C(C=C2)C(=O)C3=C(SC4=C3C=CC(=C4)O)C5=CC=C(C=C5)O. Drug 2: C1CNP(=O)(OC1)N(CCCl)CCCl. Cell line: SR. Synergy scores: CSS=-10.0, Synergy_ZIP=0.236, Synergy_Bliss=-9.80, Synergy_Loewe=-14.7, Synergy_HSA=-13.9. (6) Drug 2: CN(C(=O)NC(C=O)C(C(C(CO)O)O)O)N=O. Drug 1: C1=NC2=C(N=C(N=C2N1C3C(C(C(O3)CO)O)O)F)N. Cell line: HCC-2998. Synergy scores: CSS=6.96, Synergy_ZIP=-5.49, Synergy_Bliss=8.52, Synergy_Loewe=-25.5, Synergy_HSA=-0.896. (7) Drug 1: CCC1=CC2CC(C3=C(CN(C2)C1)C4=CC=CC=C4N3)(C5=C(C=C6C(=C5)C78CCN9C7C(C=CC9)(C(C(C8N6C)(C(=O)OC)O)OC(=O)C)CC)OC)C(=O)OC.C(C(C(=O)O)O)(C(=O)O)O. Drug 2: CCCCCOC(=O)NC1=NC(=O)N(C=C1F)C2C(C(C(O2)C)O)O. Cell line: HCT-15. Synergy scores: CSS=9.35, Synergy_ZIP=-4.10, Synergy_Bliss=-2.64, Synergy_Loewe=-56.3, Synergy_HSA=-0.453. (8) Drug 1: C1CC(=O)NC(=O)C1N2CC3=C(C2=O)C=CC=C3N. Drug 2: C1CC(=O)NC(=O)C1N2C(=O)C3=CC=CC=C3C2=O. Cell line: PC-3. Synergy scores: CSS=0.667, Synergy_ZIP=-3.42, Synergy_Bliss=-4.30, Synergy_Loewe=-1.91, Synergy_HSA=-1.89. (9) Drug 1: CC1=C(C=C(C=C1)NC2=NC=CC(=N2)N(C)C3=CC4=NN(C(=C4C=C3)C)C)S(=O)(=O)N.Cl. Drug 2: C1CCC(C(C1)N)N.C(=O)(C(=O)[O-])[O-].[Pt+4]. Cell line: MALME-3M. Synergy scores: CSS=16.3, Synergy_ZIP=0.723, Synergy_Bliss=3.03, Synergy_Loewe=3.92, Synergy_HSA=4.28.